Dataset: Cav3 T-type calcium channel HTS with 100,875 compounds. Task: Binary Classification. Given a drug SMILES string, predict its activity (active/inactive) in a high-throughput screening assay against a specified biological target. (1) The molecule is O(\N=C1\C(CCCC1)c1c([N+]([O-])=O)cc([N+]([O-])=O)cc1)C(=O)Nc1ccccc1. The result is 0 (inactive). (2) The molecule is o1c2c(nc1/N=C(\NC(=O)c1ccc(OC)cc1)N)cccc2. The result is 0 (inactive). (3) The molecule is Brc1ccc(S(=O)(=O)Cc2oc(cc2)C(=O)NCCN(C)C)cc1. The result is 0 (inactive). (4) The molecule is O=C(N)C1CCN(C(C(C)C)c2n(nnn2)CCC(C)C)CC1. The result is 0 (inactive).